This data is from Catalyst prediction with 721,799 reactions and 888 catalyst types from USPTO. The task is: Predict which catalyst facilitates the given reaction. (1) Reactant: [Cl:1][C:2]1[CH:3]=[CH:4][C:5]([O:26][CH2:27][CH:28]([CH3:30])[CH3:29])=[C:6]([CH2:8][C:9]2[N:14]=[C:13]([NH:15][C:16](=[O:25])[C:17]3[CH:22]=[CH:21][C:20]([CH:23]=O)=[CH:19][CH:18]=3)[CH:12]=[CH:11][CH:10]=2)[CH:7]=1.C(O)(=O)C.C(O[BH-](OC(=O)C)OC(=O)C)(=O)C.[Na+].[NH:49]1[CH2:54][CH2:53][O:52][CH2:51][CH2:50]1. Product: [ClH:1].[Cl:1][C:2]1[CH:3]=[CH:4][C:5]([O:26][CH2:27][CH:28]([CH3:30])[CH3:29])=[C:6]([CH2:8][C:9]2[N:14]=[C:13]([NH:15][C:16](=[O:25])[C:17]3[CH:18]=[CH:19][C:20]([CH2:23][N:49]4[CH2:54][CH2:53][O:52][CH2:51][CH2:50]4)=[CH:21][CH:22]=3)[CH:12]=[CH:11][CH:10]=2)[CH:7]=1. The catalyst class is: 2. (2) Reactant: Br[C:2]1[CH:7]=[CH:6][C:5]([NH:8][C:9](=[O:15])[O:10][C:11]([CH3:14])([CH3:13])[CH3:12])=[C:4]([O:16][CH3:17])[CH:3]=1.[B:18]1([B:18]2[O:22][C:21]([CH3:24])([CH3:23])[C:20]([CH3:26])([CH3:25])[O:19]2)[O:22][C:21]([CH3:24])([CH3:23])[C:20]([CH3:26])([CH3:25])[O:19]1.ClCCl.C([O-])(=O)C.[K+]. Product: [CH3:17][O:16][C:4]1[CH:3]=[C:2]([B:18]2[O:22][C:21]([CH3:24])([CH3:23])[C:20]([CH3:26])([CH3:25])[O:19]2)[CH:7]=[CH:6][C:5]=1[NH:8][C:9](=[O:15])[O:10][C:11]([CH3:14])([CH3:13])[CH3:12]. The catalyst class is: 9. (3) Reactant: I[C:2]1[CH:7]=[CH:6][C:5]([N:8]2[CH2:13][CH2:12][CH:11]([CH:14]3[CH2:19][CH2:18][N:17]([C:20]([O:22][C:23]([CH3:26])([CH3:25])[CH3:24])=[O:21])[CH2:16][CH2:15]3)[CH2:10][CH2:9]2)=[CH:4][CH:3]=1.[NH:27]1[CH:31]=[N:30][CH:29]=[N:28]1.CN(C)CCN.[O-]P([O-])([O-])=O.[K+].[K+].[K+]. Product: [N:27]1([C:2]2[CH:7]=[CH:6][C:5]([N:8]3[CH2:13][CH2:12][CH:11]([CH:14]4[CH2:19][CH2:18][N:17]([C:20]([O:22][C:23]([CH3:26])([CH3:25])[CH3:24])=[O:21])[CH2:16][CH2:15]4)[CH2:10][CH2:9]3)=[CH:4][CH:3]=2)[CH:31]=[N:30][CH:29]=[N:28]1. The catalyst class is: 471. (4) Reactant: F[C:2]1[CH:9]=[C:8]([C:10]([F:13])([F:12])[F:11])[CH:7]=[CH:6][C:3]=1[CH:4]=O.[C:14]([O:18][CH3:19])(=[O:17])[CH2:15][SH:16].C(=O)([O-])[O-].[K+].[K+].CN(C=O)C. The catalyst class is: 6. Product: [F:11][C:10]([F:13])([F:12])[C:8]1[CH:7]=[CH:6][C:3]2[CH:4]=[C:15]([C:14]([O:18][CH3:19])=[O:17])[S:16][C:2]=2[CH:9]=1. (5) Reactant: C(OC(=O)[C:5]([C:13]1[C:22]2[C:17](=[CH:18][CH:19]=[C:20]([I:23])[CH:21]=2)[N:16]=[CH:15][C:14]=1[C:24]#[N:25])([CH2:11][CH3:12])C(OCC)=O)C.[Cl-].[Li+].O.CS(C)=O. Product: [I:23][C:20]1[CH:21]=[C:22]2[C:17](=[CH:18][CH:19]=1)[N:16]=[CH:15][C:14]([C:24]#[N:25])=[C:13]2[CH2:5][CH2:11][CH3:12]. The catalyst class is: 195. (6) Reactant: [CH3:1][O:2][C:3](=[O:30])[CH2:4][C:5]1[CH:10]=[CH:9][C:8]([C:11]#[C:12][C:13]2[CH:18]=[C:17]([C:19]([CH3:22])([CH3:21])[CH3:20])[C:16]([O:23][CH:24]([CH3:26])[CH3:25])=[C:15]([CH:27]=[O:28])[C:14]=2[CH3:29])=[CH:7][CH:6]=1.[BH4-].[Na+]. Product: [CH3:1][O:2][C:3](=[O:30])[CH2:4][C:5]1[CH:6]=[CH:7][C:8]([C:11]#[C:12][C:13]2[CH:18]=[C:17]([C:19]([CH3:22])([CH3:21])[CH3:20])[C:16]([O:23][CH:24]([CH3:26])[CH3:25])=[C:15]([CH2:27][OH:28])[C:14]=2[CH3:29])=[CH:9][CH:10]=1. The catalyst class is: 5.